From a dataset of Forward reaction prediction with 1.9M reactions from USPTO patents (1976-2016). Predict the product of the given reaction. (1) Given the reactants Br[C:2]1[CH:3]=[CH:4][C:5]([O:13][CH:14]([F:16])[F:15])=[C:6]([CH:8]2[O:12][CH2:11][CH2:10][O:9]2)[CH:7]=1.[CH:17]([B-](F)(F)F)=[CH2:18].[K+].C1(P(C2C=CC=CC=2)C2C=CC=CC=2)C=CC=CC=1.C(=O)([O-])[O-].[Cs+].[Cs+], predict the reaction product. The product is: [F:15][CH:14]([F:16])[O:13][C:5]1[CH:4]=[CH:3][C:2]([CH:17]=[CH2:18])=[CH:7][C:6]=1[CH:8]1[O:12][CH2:11][CH2:10][O:9]1. (2) Given the reactants [Cl:1][C:2]1[CH:24]=[CH:23][C:22]([C:25]([F:28])([F:27])[F:26])=[CH:21][C:3]=1[CH2:4][NH:5][CH2:6][C:7]1[CH:12]=[C:11]([C:13]([F:16])([F:15])[F:14])[CH:10]=[C:9]([C:17]([F:20])([F:19])[F:18])[CH:8]=1.C([O-])(=O)C.[Na+].C(O)C.[N:37]#[C:38]Br, predict the reaction product. The product is: [Cl:1][C:2]1[CH:24]=[CH:23][C:22]([C:25]([F:26])([F:27])[F:28])=[CH:21][C:3]=1[CH2:4][N:5]([CH2:6][C:7]1[CH:12]=[C:11]([C:13]([F:15])([F:16])[F:14])[CH:10]=[C:9]([C:17]([F:18])([F:19])[F:20])[CH:8]=1)[C:38]#[N:37]. (3) Given the reactants [Cl:1][C:2]1[CH:3]=[C:4]([NH:9][C:10]2[C:19]3[C:14](=[CH:15][C:16](F)=[C:17]([N+:20]([O-:22])=[O:21])[CH:18]=3)[N:13]=[CH:12][N:11]=2)[CH:5]=[CH:6][C:7]=1[F:8].[CH2:24]([O-:26])[CH3:25].[Na+], predict the reaction product. The product is: [Cl:1][C:2]1[CH:3]=[C:4]([NH:9][C:10]2[C:19]3[C:14](=[CH:15][C:16]([O:26][CH2:24][CH3:25])=[C:17]([N+:20]([O-:22])=[O:21])[CH:18]=3)[N:13]=[CH:12][N:11]=2)[CH:5]=[CH:6][C:7]=1[F:8]. (4) Given the reactants [Cl:1][C:2]1[N:10]=[C:9](Cl)[C:8]([F:12])=[CH:7][C:3]=1[C:4]([OH:6])=[O:5].[F:13][CH:14]([F:17])[CH2:15][OH:16], predict the reaction product. The product is: [Cl:1][C:2]1[N:10]=[C:9]([O:16][CH2:15][CH:14]([F:17])[F:13])[C:8]([F:12])=[CH:7][C:3]=1[C:4]([OH:6])=[O:5]. (5) Given the reactants [Na].Cl.[C:3]([O:6][CH2:7][C:8]([CH:10]1[C:21](=[O:22])[C:14]2[CH:15]=[C:16]([Cl:20])[CH:17]=[CH:18][CH2:19][C:13]=2[CH2:12][CH2:11]1)=[O:9])(=O)[CH3:4].C([OH:25])C, predict the reaction product. The product is: [Cl:20][C:16]1[CH:17]=[CH:18][CH2:19][C:13]2[CH2:12][CH2:11][CH:10]([C:8](=[O:9])[C:7]([O:6][CH2:3][CH3:4])=[O:25])[C:21](=[O:22])[C:14]=2[CH:15]=1. (6) Given the reactants [CH2:1]([O:3][C:4](=[O:34])/[CH:5]=[CH:6]/[CH2:7][CH2:8][C@@H:9]1[N:14]([S:15]([C:18]2[CH:23]=[CH:22][CH:21]=[CH:20][CH:19]=2)(=[O:17])=[O:16])[CH2:13][CH2:12][N:11]([C:24]([O:26][CH2:27][C:28]2[CH:33]=[CH:32][CH:31]=[CH:30][CH:29]=2)=[O:25])[CH2:10]1)[CH3:2].P(OC(C)C)(OC(C)C)OC(C)C.[C:48]1([CH3:54])[CH:53]=CC=C[CH:49]=1, predict the reaction product. The product is: [CH2:1]([O:3][C:4]([CH:5]1[CH2:54][C:48](=[CH2:49])[CH2:53][CH:6]1[CH2:7][CH2:8][C@@H:9]1[N:14]([S:15]([C:18]2[CH:19]=[CH:20][CH:21]=[CH:22][CH:23]=2)(=[O:17])=[O:16])[CH2:13][CH2:12][N:11]([C:24]([O:26][CH2:27][C:28]2[CH:33]=[CH:32][CH:31]=[CH:30][CH:29]=2)=[O:25])[CH2:10]1)=[O:34])[CH3:2].